From a dataset of NCI-60 drug combinations with 297,098 pairs across 59 cell lines. Regression. Given two drug SMILES strings and cell line genomic features, predict the synergy score measuring deviation from expected non-interaction effect. (1) Drug 1: CC1=CC2C(CCC3(C2CCC3(C(=O)C)OC(=O)C)C)C4(C1=CC(=O)CC4)C. Drug 2: CCC1(CC2CC(C3=C(CCN(C2)C1)C4=CC=CC=C4N3)(C5=C(C=C6C(=C5)C78CCN9C7C(C=CC9)(C(C(C8N6C=O)(C(=O)OC)O)OC(=O)C)CC)OC)C(=O)OC)O.OS(=O)(=O)O. Cell line: NCI-H522. Synergy scores: CSS=55.5, Synergy_ZIP=13.1, Synergy_Bliss=11.7, Synergy_Loewe=-39.0, Synergy_HSA=10.9. (2) Drug 1: CC12CCC(CC1=CCC3C2CCC4(C3CC=C4C5=CN=CC=C5)C)O. Drug 2: C#CCC(CC1=CN=C2C(=N1)C(=NC(=N2)N)N)C3=CC=C(C=C3)C(=O)NC(CCC(=O)O)C(=O)O. Cell line: NCI-H322M. Synergy scores: CSS=4.02, Synergy_ZIP=-0.149, Synergy_Bliss=3.19, Synergy_Loewe=2.27, Synergy_HSA=2.27. (3) Drug 2: CC(C)(C#N)C1=CC(=CC(=C1)CN2C=NC=N2)C(C)(C)C#N. Cell line: SF-539. Synergy scores: CSS=46.2, Synergy_ZIP=-1.83, Synergy_Bliss=-4.44, Synergy_Loewe=-41.8, Synergy_HSA=-2.20. Drug 1: CCC1=C2CN3C(=CC4=C(C3=O)COC(=O)C4(CC)O)C2=NC5=C1C=C(C=C5)O. (4) Drug 1: C1=C(C(=O)NC(=O)N1)N(CCCl)CCCl. Drug 2: C1CN(CCN1C(=O)CCBr)C(=O)CCBr. Cell line: HOP-62. Synergy scores: CSS=53.4, Synergy_ZIP=0.981, Synergy_Bliss=5.31, Synergy_Loewe=-3.43, Synergy_HSA=4.54.